The task is: Predict the product of the given reaction.. This data is from Forward reaction prediction with 1.9M reactions from USPTO patents (1976-2016). (1) Given the reactants Cl.C([C:4]1([C:10]2[CH:15]=[CH:14][CH:13]=[CH:12][CH:11]=2)[CH2:9][CH2:8][NH:7][CH2:6][CH2:5]1)#N.[OH-].[K+].C1(C)C=CC=CC=1, predict the reaction product. The product is: [C:10]1([CH:4]2[CH2:5][CH2:6][NH:7][CH2:8][CH2:9]2)[CH:15]=[CH:14][CH:13]=[CH:12][CH:11]=1. (2) Given the reactants [Cl:1][C:2]1[CH:21]=[CH:20][C:5]([C:6]([N:8]2[CH2:14][C:13]3[CH:15]=[CH:16][CH:17]=[CH:18][C:12]=3[NH:11][C:10](=[O:19])[CH2:9]2)=[O:7])=[CH:4][CH:3]=1.[H-].[Na+].Br[CH2:25][C:26]1[CH:35]=[CH:34][C:29]([C:30]([O:32]C)=[O:31])=[CH:28][CH:27]=1.[OH-].[Na+], predict the reaction product. The product is: [C:30]([C:29]1[CH:34]=[CH:35][C:26]([CH2:25][N:11]2[C:12]3[CH:18]=[CH:17][CH:16]=[CH:15][C:13]=3[CH2:14][N:8]([C:6](=[O:7])[C:5]3[CH:20]=[CH:21][C:2]([Cl:1])=[CH:3][CH:4]=3)[CH2:9][C:10]2=[O:19])=[CH:27][CH:28]=1)([OH:32])=[O:31]. (3) Given the reactants CCN(C(C)C)C(C)C.[Cl:10][C:11]1[S:15][C:14]([C:16](=[NH:18])[NH2:17])=[CH:13][CH:12]=1.O=[C:20]1[CH2:24][S:23][CH2:22][CH:21]1[C:25](OC)=[O:26], predict the reaction product. The product is: [Cl:10][C:11]1[S:15][C:14]([C:16]2[N:17]=[C:25]([OH:26])[C:21]3[CH2:22][S:23][CH2:24][C:20]=3[N:18]=2)=[CH:13][CH:12]=1. (4) Given the reactants [F:1][C:2]([F:26])([F:25])[C:3]1[CH:24]=[CH:23][CH:22]=[CH:21][C:4]=1[O:5][CH:6]1[CH2:11][CH2:10][N:9]([C:12]2[S:13][C:14]([C:17]([O:19]C)=[O:18])=[CH:15][N:16]=2)[CH2:8][CH2:7]1.[OH-].[Na+].Cl, predict the reaction product. The product is: [F:25][C:2]([F:1])([F:26])[C:3]1[CH:24]=[CH:23][CH:22]=[CH:21][C:4]=1[O:5][CH:6]1[CH2:7][CH2:8][N:9]([C:12]2[S:13][C:14]([C:17]([OH:19])=[O:18])=[CH:15][N:16]=2)[CH2:10][CH2:11]1. (5) Given the reactants [F:1][C:2]1[CH:10]=[C:9]2[C:5]([CH2:6][C:7](=[O:11])[NH:8]2)=[CH:4][CH:3]=1.[C:12](OC(=O)C)(=[O:14])[CH3:13], predict the reaction product. The product is: [C:12]([N:8]1[C:9]2[C:5](=[CH:4][CH:3]=[C:2]([F:1])[CH:10]=2)[CH2:6][C:7]1=[O:11])(=[O:14])[CH3:13]. (6) The product is: [CH3:5][N:6]([CH2:9][CH2:10][CH2:11][CH2:12][CH2:13][CH2:14][O:15][C:16]1[CH:17]=[CH:18][C:19]([Mg:1][Br:4])=[CH:20][CH:21]=1)[CH2:7][CH3:8]. Given the reactants [Mg:1].C([Br:4])C.[CH3:5][N:6]([CH2:9][CH2:10][CH2:11][CH2:12][CH2:13][CH2:14][O:15][C:16]1[CH:21]=[CH:20][C:19](Br)=[CH:18][CH:17]=1)[CH2:7][CH3:8], predict the reaction product. (7) The product is: [CH3:28][C:29]1([CH3:35])[O:34][CH2:33][CH2:32][N:31]([CH2:25][C:5]2[C:4]3[C:9](=[CH:10][CH:11]=[C:2]([OH:1])[CH:3]=3)[C:8]([C:12]3[C:20]([CH:21]([CH3:22])[CH3:23])=[CH:19][CH:18]=[C:17]4[C:13]=3[CH:14]=[N:15][NH:16]4)=[N:7][C:6]=2[CH3:24])[CH2:30]1. Given the reactants [OH:1][C:2]1[CH:3]=[C:4]2[C:9](=[CH:10][CH:11]=1)[C:8]([C:12]1[C:20]([CH:21]([CH3:23])[CH3:22])=[CH:19][CH:18]=[C:17]3[C:13]=1[CH:14]=[N:15][NH:16]3)=[N:7][C:6]([CH3:24])=[C:5]2[CH:25]=O.Cl.[CH3:28][C:29]1([CH3:35])[O:34][CH2:33][CH2:32][NH:31][CH2:30]1.[BH-](OC(C)=O)(OC(C)=O)OC(C)=O.[Na+].[OH-].[Na+], predict the reaction product. (8) Given the reactants [C:1]([C:3]1[CH:16]=[CH:15][C:6]([CH2:7][N:8]2[CH2:11][CH:10]([C:12]([OH:14])=[O:13])[CH2:9]2)=[CH:5][CH:4]=1)#[N:2].[C:17](O)([CH3:20])([CH3:19])[CH3:18].C(Cl)CCl, predict the reaction product. The product is: [C:1]([C:3]1[CH:4]=[CH:5][C:6]([CH2:7][N:8]2[CH2:9][CH:10]([C:12]([O:14][C:17]([CH3:20])([CH3:19])[CH3:18])=[O:13])[CH2:11]2)=[CH:15][CH:16]=1)#[N:2]. (9) Given the reactants [Br:1][C:2]1[CH:12]=[CH:11][CH:10]=[C:9]([Br:13])[C:3]=1[O:4][CH2:5][C:6]([NH2:8])=O.B.CSC.[ClH:18], predict the reaction product. The product is: [ClH:18].[Br:1][C:2]1[CH:12]=[CH:11][CH:10]=[C:9]([Br:13])[C:3]=1[O:4][CH2:5][CH2:6][NH2:8].